This data is from Full USPTO retrosynthesis dataset with 1.9M reactions from patents (1976-2016). The task is: Predict the reactants needed to synthesize the given product. (1) Given the product [CH3:19][C@H:2]1[O:1][C:20](=[O:21])[N:5]([CH:6]2[CH2:11][CH2:10][N:9]([C:12]([O:14][C:15]([CH3:18])([CH3:17])[CH3:16])=[O:13])[CH2:8][CH2:7]2)[C:3]1=[O:4], predict the reactants needed to synthesize it. The reactants are: [OH:1][C@H:2]([CH3:19])[C:3]([NH:5][CH:6]1[CH2:11][CH2:10][N:9]([C:12]([O:14][C:15]([CH3:18])([CH3:17])[CH3:16])=[O:13])[CH2:8][CH2:7]1)=[O:4].[C:20](N1C=CN=C1)(N1C=CN=C1)=[O:21]. (2) Given the product [C:3]1([C:9]2([C:12]([O:14][CH3:15])=[O:13])[CH2:11][CH2:10]2)[CH:8]=[CH:7][CH:6]=[CH:5][CH:4]=1, predict the reactants needed to synthesize it. The reactants are: CI.[C:3]1([C:9]2([C:12]([OH:14])=[O:13])[CH2:11][CH2:10]2)[CH:8]=[CH:7][CH:6]=[CH:5][CH:4]=1.[C:15](=O)([O-])[O-].[K+].[K+].CN(C)C=O. (3) The reactants are: [CH2:1]([C@@H:8]1[CH2:13][C@@H:12]([C:14]2[O:18][NH:17][C:16](=[O:19])[CH:15]=2)[CH2:11][CH2:10][N:9]1C(OC)=O)[C:2]1[CH:7]=[CH:6][CH:5]=[CH:4][CH:3]=1. Given the product [CH2:1]([C@@H:8]1[CH2:13][C@@H:12]([C:14]2[O:18][NH:17][C:16](=[O:19])[CH:15]=2)[CH2:11][CH2:10][NH:9]1)[C:2]1[CH:3]=[CH:4][CH:5]=[CH:6][CH:7]=1, predict the reactants needed to synthesize it. (4) Given the product [F:19][C:20]1[CH:21]=[C:22]([CH:23]=[CH:15][C:14]([C:12]2[S:13][C:9]([C:6]3[CH:5]=[CH:4][C:3]([C:2]([F:17])([F:1])[F:18])=[CH:8][CH:7]=3)=[CH:10][CH:11]=2)=[O:16])[CH:25]=[CH:26][C:27]=1[OH:28], predict the reactants needed to synthesize it. The reactants are: [F:1][C:2]([F:18])([F:17])[C:3]1[CH:8]=[CH:7][C:6]([C:9]2[S:13][C:12]([C:14](=[O:16])[CH3:15])=[CH:11][CH:10]=2)=[CH:5][CH:4]=1.[F:19][C:20]1[CH:21]=[C:22]([CH:25]=[CH:26][C:27]=1[OH:28])[CH:23]=O. (5) Given the product [C:13]([O:17][C:18]([N:19]1[CH2:23][CH2:24][C:10]([C:7]2[CH:8]=[CH:9][C:4]([Br:3])=[CH:5][CH:6]=2)([C:11]#[N:12])[CH2:21][CH2:20]1)=[O:26])([CH3:16])([CH3:15])[CH3:14], predict the reactants needed to synthesize it. The reactants are: [H-].[Na+].[Br:3][C:4]1[CH:9]=[CH:8][C:7]([CH2:10][C:11]#[N:12])=[CH:6][CH:5]=1.[C:13]([O:17][C:18](=[O:26])[N:19]([CH2:23][CH2:24]Cl)[CH2:20][CH2:21]Cl)([CH3:16])([CH3:15])[CH3:14]. (6) Given the product [NH2:12][C:9]1[CH:8]=[CH:7][C:6]([C:2]([CH3:5])([CH3:1])[C:3]#[N:4])=[CH:11][CH:10]=1, predict the reactants needed to synthesize it. The reactants are: [CH3:1][C:2]([C:6]1[CH:11]=[CH:10][C:9]([N+:12]([O-])=O)=[CH:8][CH:7]=1)([CH3:5])[C:3]#[N:4].C(=O)([O-])[O-].[Na+].[Na+]. (7) The reactants are: [CH3:1][O:2][C:3]1[CH:4]=[C:5]2[C:10](=[CH:11][CH:12]=1)[C:9]([C:13](=[O:29])[C:14]1[CH:19]=[CH:18][C:17]([O:20][CH2:21][CH2:22][N:23]3[CH2:28][CH2:27][CH2:26][CH2:25][CH2:24]3)=[CH:16][CH:15]=1)=[C:8](OS(C(F)(F)F)(=O)=O)[CH:7]=[CH:6]2.F[C:39]1[CH:44]=[CH:43][CH:42]=[C:41]([F:45])[C:40]=1B(O)O.[F-:49].[Cs+]. Given the product [F:49][C:44]1[CH:43]=[CH:42][C:41]([F:45])=[CH:40][C:39]=1[C:8]1[CH:7]=[CH:6][C:5]2[C:10](=[CH:11][CH:12]=[C:3]([O:2][CH3:1])[CH:4]=2)[C:9]=1[C:13]([C:14]1[CH:15]=[CH:16][C:17]([O:20][CH2:21][CH2:22][N:23]2[CH2:28][CH2:27][CH2:26][CH2:25][CH2:24]2)=[CH:18][CH:19]=1)=[O:29], predict the reactants needed to synthesize it. (8) Given the product [CH2:7]([C:9]1[CH:10]=[CH:11][C:12]([C:15]2[CH:19]=[C:18]([CH3:20])[S:17][C:16]=2[CH2:21][O:22][C:23]2[CH:28]=[CH:27][C:26]([CH2:29][CH2:30][CH2:31][OH:32])=[C:25]([F:36])[C:24]=2[F:37])=[CH:13][CH:14]=1)[CH3:8], predict the reactants needed to synthesize it. The reactants are: [H-].[H-].[H-].[H-].[Li+].[Al+3].[CH2:7]([C:9]1[CH:14]=[CH:13][C:12]([C:15]2[CH:19]=[C:18]([CH3:20])[S:17][C:16]=2[CH2:21][O:22][C:23]2[CH:28]=[CH:27][C:26]([CH2:29][CH2:30][C:31](OCC)=[O:32])=[C:25]([F:36])[C:24]=2[F:37])=[CH:11][CH:10]=1)[CH3:8]. (9) Given the product [CH:1]([C:4]1[N:8]=[C:7]([N:9]2[CH2:14][CH2:13][CH:12]([CH2:15][CH2:16][CH2:17][O:18][C:19]3[CH:29]=[CH:28][C:22]([C:23]([OH:25])=[O:24])=[C:21]([CH3:30])[N:20]=3)[CH2:11][CH2:10]2)[O:6][N:5]=1)([CH3:2])[CH3:3], predict the reactants needed to synthesize it. The reactants are: [CH:1]([C:4]1[N:8]=[C:7]([N:9]2[CH2:14][CH2:13][CH:12]([CH2:15][CH2:16][CH2:17][O:18][C:19]3[CH:29]=[CH:28][C:22]([C:23]([O:25]CC)=[O:24])=[C:21]([CH3:30])[N:20]=3)[CH2:11][CH2:10]2)[O:6][N:5]=1)([CH3:3])[CH3:2].O[Li].O.CO.Cl. (10) Given the product [O:45]=[S:41]1(=[O:46])[CH2:42][CH2:43][CH:44]=[C:40]1[C:26]1[CH:25]=[CH:24][C:22]2[NH:23][C:18]([C:15]3[C:16](=[O:17])[N:7]([CH2:6][C:5]4[CH:33]=[CH:34][C:2]([F:1])=[CH:3][CH:4]=4)[C@@H:8]4[C@H:13]([C:14]=3[OH:31])[C@@H:12]3[CH2:32][C@H:9]4[CH2:10][CH2:11]3)=[N:19][S:20](=[O:30])(=[O:29])[C:21]=2[CH:27]=1, predict the reactants needed to synthesize it. The reactants are: [F:1][C:2]1[CH:34]=[CH:33][C:5]([CH2:6][N:7]2[C:16](=[O:17])[C:15]([C:18]3[NH:23][C:22]4[CH:24]=[CH:25][C:26](I)=[CH:27][C:21]=4[S:20](=[O:30])(=[O:29])[N:19]=3)=[C:14]([OH:31])[C@H:13]3[C@@H:8]2[C@H:9]2[CH2:32][C@@H:12]3[CH2:11][CH2:10]2)=[CH:4][CH:3]=1.C([Sn](CCCC)(CCCC)[C:40]1[S:41](=[O:46])(=[O:45])[CH2:42][CH2:43][CH:44]=1)CCC.